Dataset: Full USPTO retrosynthesis dataset with 1.9M reactions from patents (1976-2016). Task: Predict the reactants needed to synthesize the given product. (1) Given the product [Cl:1][C:2]1[CH:3]=[CH:4][C:5]([NH:8][C:9]([CH:11]2[S:16][CH2:15][CH2:14][N:13]([C:25](=[O:26])[C:24]3[CH:28]=[CH:29][CH:30]=[C:22]([C:18]4[O:17][CH:21]=[CH:20][CH:19]=4)[CH:23]=3)[CH2:12]2)=[O:10])=[CH:6][CH:7]=1, predict the reactants needed to synthesize it. The reactants are: [Cl:1][C:2]1[CH:7]=[CH:6][C:5]([NH:8][C:9]([CH:11]2[S:16][CH2:15][CH2:14][NH:13][CH2:12]2)=[O:10])=[CH:4][CH:3]=1.[O:17]1[CH:21]=[CH:20][CH:19]=[C:18]1[C:22]1[CH:23]=[C:24]([CH:28]=[CH:29][CH:30]=1)[C:25](O)=[O:26].Cl.CN(C)CCCN=C=NCC.C(N(CC)C(C)C)(C)C. (2) Given the product [C:1]1([S:7]([N:10]2[C:18]3[C:13](=[CH:14][CH:15]=[CH:16][CH:17]=3)[C:12]([C:27]3[C:26]([C:21]4[CH:22]=[CH:23][CH:24]=[CH:25][N:20]=4)=[N:30][N:29]4[CH2:31][CH2:32][CH2:33][C:28]=34)=[CH:11]2)(=[O:9])=[O:8])[CH:6]=[CH:5][CH:4]=[CH:3][CH:2]=1, predict the reactants needed to synthesize it. The reactants are: [C:1]1([S:7]([N:10]2[C:18]3[C:13](=[CH:14][CH:15]=[CH:16][CH:17]=3)[C:12](Br)=[CH:11]2)(=[O:9])=[O:8])[CH:6]=[CH:5][CH:4]=[CH:3][CH:2]=1.[N:20]1[CH:25]=[CH:24][CH:23]=[CH:22][C:21]=1[C:26]1[C:27](B(O)O)=[C:28]2[CH2:33][CH2:32][CH2:31][N:29]2[N:30]=1. (3) Given the product [CH3:21][O:22][NH:23][C:24]([C:26]1[C:27](=[O:49])[C:28]2[CH:33]=[N:32][C:31]([NH:20][C:17]3[CH:16]=[CH:15][C:14]([CH:11]4[CH2:10][CH2:9][NH:8][CH2:13][CH2:12]4)=[CH:19][CH:18]=3)=[N:30][C:29]=2[N:38]([C:40]2[CH:41]=[C:42]3[C:46](=[CH:47][CH:48]=2)[CH2:45][CH2:44][CH2:43]3)[CH:39]=1)=[O:25], predict the reactants needed to synthesize it. The reactants are: C(OC([N:8]1[CH2:13][CH2:12][CH:11]([C:14]2[CH:19]=[CH:18][C:17]([NH2:20])=[CH:16][CH:15]=2)[CH2:10][CH2:9]1)=O)(C)(C)C.[CH3:21][O:22][NH:23][C:24]([C:26]1[C:27](=[O:49])[C:28]2[CH:33]=[N:32][C:31](S(C)(=O)=O)=[N:30][C:29]=2[N:38]([C:40]2[CH:41]=[C:42]3[C:46](=[CH:47][CH:48]=2)[CH2:45][CH2:44][CH2:43]3)[CH:39]=1)=[O:25]. (4) Given the product [F:1][C:2]1[CH:3]=[CH:4][C:5]([C:8]2[N:17]=[C:16]([C:18]([N:28]3[CH2:27][CH2:26][C:25]4[C:30](=[CH:31][CH:32]=[C:33]([O:34][CH3:35])[C:24]=4[O:23][CH3:22])[CH2:29]3)=[O:19])[C:15]3[C:10](=[CH:11][CH:12]=[CH:13][CH:14]=3)[N:9]=2)=[CH:6][CH:7]=1, predict the reactants needed to synthesize it. The reactants are: [F:1][C:2]1[CH:7]=[CH:6][C:5]([C:8]2[N:17]=[C:16]([C:18](O)=[O:19])[C:15]3[C:10](=[CH:11][CH:12]=[CH:13][CH:14]=3)[N:9]=2)=[CH:4][CH:3]=1.Cl.[CH3:22][O:23][C:24]1[C:33]([O:34][CH3:35])=[CH:32][CH:31]=[C:30]2[C:25]=1[CH2:26][CH2:27][NH:28][CH2:29]2.